This data is from Full USPTO retrosynthesis dataset with 1.9M reactions from patents (1976-2016). The task is: Predict the reactants needed to synthesize the given product. (1) The reactants are: [N:1]1([C:8]2[CH:13]=[CH:12][C:11]([N:14]3[CH:23]=[CH:22][C:21]4[C:16](=[CH:17][CH:18]=[C:19]([O:24][CH2:25][C@@H:26]5[CH2:30][CH2:29][CH2:28][O:27]5)[CH:20]=4)[C:15]3=[O:31])=[CH:10][C:9]=2[O:32][CH3:33])[CH2:7][CH2:6][CH2:5][NH:4][CH2:3][CH2:2]1.Br[CH2:35][CH2:36][CH2:37][F:38].C(=O)([O-])[O-].[Cs+].[Cs+]. Given the product [F:38][CH2:37][CH2:36][CH2:35][N:4]1[CH2:5][CH2:6][CH2:7][N:1]([C:8]2[CH:13]=[CH:12][C:11]([N:14]3[CH:23]=[CH:22][C:21]4[C:16](=[CH:17][CH:18]=[C:19]([O:24][CH2:25][C@@H:26]5[CH2:30][CH2:29][CH2:28][O:27]5)[CH:20]=4)[C:15]3=[O:31])=[CH:10][C:9]=2[O:32][CH3:33])[CH2:2][CH2:3]1, predict the reactants needed to synthesize it. (2) Given the product [NH:20]1[C:14]2=[N:15][C:2]([C:1]([O:4][CH2:23][CH3:24])=[O:3])=[CH:17][CH:18]=[C:13]2[CH:12]=[C:11]1[C:9]([O:8][CH2:6][CH3:7])=[O:10], predict the reactants needed to synthesize it. The reactants are: [C:1]([O-:4])(=[O:3])[CH3:2].[Na+].[CH2:6]([O:8][C:9]([C:11]1[NH:20][C:14]2=[N:15]C(Cl)=[CH:17][CH:18]=[C:13]2[CH:12]=1)=[O:10])[CH3:7].[C]=O.[CH2:23](O)[CH3:24]. (3) Given the product [N:1]1[C:6]2[NH:7][CH:8]=[CH:9][C:5]=2[C:4]([NH:10][C@@H:11]2[CH2:16][C@H:15]([CH3:17])[CH2:14][N:13]([C:18](=[O:21])[CH:19]=[CH2:20])[CH2:12]2)=[N:3][CH:2]=1.[N:1]1[C:6]2[NH:7][CH:8]=[CH:9][C:5]=2[C:4]([NH:10][C@H:11]2[CH2:16][C@@H:15]([CH3:17])[CH2:14][N:13]([C:18](=[O:21])[CH:19]=[CH2:20])[CH2:12]2)=[N:3][CH:2]=1, predict the reactants needed to synthesize it. The reactants are: [N:1]1[C:6]2[NH:7][CH:8]=[CH:9][C:5]=2[C:4]([NH:10][C@@H:11]2[CH2:16][C@H:15]([CH3:17])[CH2:14][N:13]([C:18](=[O:21])[CH:19]=[CH2:20])[CH2:12]2)=[N:3][CH:2]=1.C(=O)C=C. (4) The reactants are: [F:1][C:2]1[CH:7]=[CH:6][CH:5]=[CH:4][C:3]=1[C:8]1[CH:13]=[CH:12][N:11]=[CH:10][C:9]=1[N:14]([CH2:31][C:32]([O:34][CH3:35])=[O:33])[C:15](=[O:30])[C:16]1[CH:21]=[C:20]([C:22](F)(F)F)N=[C:18]([C:26]([F:29])([F:28])[F:27])[CH:17]=1.[CH3:36][S:37](C1C=C(C=C(C(F)(F)F)C=1)C(O)=O)(=[O:39])=[O:38].F[B-](F)(F)F.BrC1C=CC=C[N+]=1CC.C(N(CC)C(C)C)(C)C. Given the product [CH3:35][O:34][C:32](=[O:33])[CH2:31][N:14]([C:9]1[CH:10]=[N:11][CH:12]=[CH:13][C:8]=1[C:3]1[CH:4]=[CH:5][CH:6]=[CH:7][C:2]=1[F:1])[C:15](=[O:30])[C:16]1[CH:17]=[C:18]([C:26]([F:27])([F:29])[F:28])[CH:22]=[C:20]([S:37]([CH3:36])(=[O:39])=[O:38])[CH:21]=1, predict the reactants needed to synthesize it. (5) Given the product [C:18]([O:21][C:22]([N:4]1[CH2:5][CH2:6][N:1]([C:7]2[CH:8]=[CH:9][CH:10]=[C:11]3[C:16]=2[N:15]=[CH:14][CH:13]=[CH:12]3)[CH2:2][CH2:3]1)=[O:23])([CH3:20])([CH3:19])[CH3:17], predict the reactants needed to synthesize it. The reactants are: [N:1]1([C:7]2[CH:8]=[CH:9][CH:10]=[C:11]3[C:16]=2[N:15]=[CH:14][CH:13]=[CH:12]3)[CH2:6][CH2:5][NH:4][CH2:3][CH2:2]1.[CH3:17][C:18]([O:21][C:22](O[C:22]([O:21][C:18]([CH3:20])([CH3:19])[CH3:17])=[O:23])=[O:23])([CH3:20])[CH3:19]. (6) Given the product [C:16]([C:15]1[CH:14]=[CH:13][C:12]([C:7]2[CH:8]=[C:9]3[C:4](=[CH:5][CH:6]=2)[CH:3]([C:20]([O:21][CH2:22][CH3:23])=[O:24])[C:2](=[O:1])[CH2:11][CH2:10]3)=[CH:19][CH:18]=1)#[N:17], predict the reactants needed to synthesize it. The reactants are: [O:1]=[C:2]1[CH2:11][CH2:10][C:9]2[CH:8]=[C:7]([C:12]3[CH:19]=[CH:18][C:15]([C:16]#[N:17])=[CH:14][CH:13]=3)[CH:6]=[CH:5][C:4]=2[CH2:3]1.[C:20](=O)([O:24]CC)[O:21][CH2:22][CH3:23]. (7) The reactants are: [C:1]([O:5][C:6]([N:8]1[CH2:13][CH2:12][C:11]2[N:14]=[CH:15][S:16][C:10]=2[CH:9]1[C:17]1[CH:22]=[C:21](Br)[CH:20]=[CH:19][C:18]=1[O:24][CH2:25][C:26]([O:28][CH2:29][CH3:30])=[O:27])=[O:7])([CH3:4])([CH3:3])[CH3:2].[CH3:31][N:32](C)C(=O)C. Given the product [C:1]([O:5][C:6]([N:8]1[CH2:13][CH2:12][C:11]2[N:14]=[CH:15][S:16][C:10]=2[CH:9]1[C:17]1[CH:22]=[C:21]([C:31]#[N:32])[CH:20]=[CH:19][C:18]=1[O:24][CH2:25][C:26]([O:28][CH2:29][CH3:30])=[O:27])=[O:7])([CH3:4])([CH3:3])[CH3:2], predict the reactants needed to synthesize it.